Dataset: Forward reaction prediction with 1.9M reactions from USPTO patents (1976-2016). Task: Predict the product of the given reaction. (1) Given the reactants [NH2:1][C:2]1[C:11]2[N:12]=[C:13]([CH2:22][O:23][CH2:24][CH3:25])[N:14]([CH2:15][C:16]3([OH:21])[CH2:20][CH2:19][CH2:18][CH2:17]3)[C:10]=2[C:9]2[N:8]=[CH:7][C:6](Br)=[CH:5][C:4]=2[N:3]=1.[F:27][C:28]1[CH:33]=[CH:32][C:31](B(O)O)=[CH:30][CH:29]=1.C(O)CC.O, predict the reaction product. The product is: [NH2:1][C:2]1[C:11]2[N:12]=[C:13]([CH2:22][O:23][CH2:24][CH3:25])[N:14]([CH2:15][C:16]3([OH:21])[CH2:20][CH2:19][CH2:18][CH2:17]3)[C:10]=2[C:9]2[N:8]=[CH:7][C:6]([C:31]3[CH:32]=[CH:33][C:28]([F:27])=[CH:29][CH:30]=3)=[CH:5][C:4]=2[N:3]=1. (2) The product is: [S:1]([NH:5][CH:8]1[CH2:9][O:6][CH2:7]1)(=[O:3])(=[O:2])[NH2:4]. Given the reactants [S:1]([NH2:5])([NH2:4])(=[O:3])=[O:2].[O:6]1[CH2:9][CH:8](N)[CH2:7]1, predict the reaction product. (3) The product is: [C:39]([C:36]1[CH:37]=[CH:38][C:33]([N:30]2[CH2:31][CH2:32][CH:27]([C:25]([OH:26])=[O:62])[CH2:28][CH2:29]2)=[N:34][CH:35]=1)#[N:40].[Cl:69][C:66]1[CH:67]=[CH:68][C:63]([C@@H:8]2[C@@H:13]([C@@H:14]([O:16][C:17]3[CH:18]=[CH:19][C:20]([C:42]#[N:41])=[CH:21][CH:22]=3)[CH3:15])[CH2:12][CH2:11][N:10]([C:25]([CH:27]3[CH2:28][CH2:29][N:30]([C:33]4[CH:38]=[CH:37][C:36]([C:39]#[N:40])=[CH:35][N:34]=4)[CH2:31][CH2:32]3)=[O:26])[CH2:9]2)=[CH:64][CH:65]=1. Given the reactants ClC1C=CC([C@@H:8]2[C@@H:13]([C@@H:14]([O:16][C:17]3[CH:22]=[CH:21][C:20](Cl)=[C:19](Cl)[CH:18]=3)[CH3:15])[CH2:12][CH2:11][N:10]([C:25]([CH:27]3[CH2:32][CH2:31][N:30]([C:33]4[CH:38]=[CH:37][C:36]([C:39]#[N:40])=[CH:35][N:34]=4)[CH2:29][CH2:28]3)=[O:26])[CH2:9]2)=CC=1.[NH:41]1CCCC[CH2:42]1.C(N1CC[C@H]([C@H]([OH:62])C)[C@@H]([C:63]2[CH:68]=[CH:67][C:66]([Cl:69])=[CH:65][CH:64]=2)C1)C1C=CC=CC=1.C(C1C=CC(O)=CC=1)#N.ClC(OC(Cl)=O)C.CCN(C(C)C)C(C)C, predict the reaction product. (4) The product is: [C:9]([O:13][C:14](=[O:17])[CH2:15][S:8][C:4]1[CH:5]=[CH:6][CH:7]=[C:2]([Br:1])[CH:3]=1)([CH3:12])([CH3:11])[CH3:10]. Given the reactants [Br:1][C:2]1[CH:3]=[C:4]([SH:8])[CH:5]=[CH:6][CH:7]=1.[C:9]([O:13][C:14](=[O:17])[CH2:15]Br)([CH3:12])([CH3:11])[CH3:10].C(=O)([O-])[O-].[K+].[K+], predict the reaction product. (5) Given the reactants [F:1][C:2]1[CH:20]=[CH:19][C:5]([C:6]([NH:8][C@@H:9]([CH2:13][CH2:14][CH2:15][C:16]([OH:18])=[O:17])[C:10]([OH:12])=[O:11])=[O:7])=[CH:4][CH:3]=1.[C:21](Cl)(=O)C.C([O-])([O-])=O.[Na+].[Na+], predict the reaction product. The product is: [F:1][C:2]1[CH:3]=[CH:4][C:5]([C:6]([NH:8][C@@H:9]([CH2:13][CH2:14][CH2:15][C:16]([O:18][CH3:21])=[O:17])[C:10]([OH:12])=[O:11])=[O:7])=[CH:19][CH:20]=1.